From a dataset of NCI-60 drug combinations with 297,098 pairs across 59 cell lines. Regression. Given two drug SMILES strings and cell line genomic features, predict the synergy score measuring deviation from expected non-interaction effect. (1) Drug 1: CC1=C2C(C(=O)C3(C(CC4C(C3C(C(C2(C)C)(CC1OC(=O)C(C(C5=CC=CC=C5)NC(=O)OC(C)(C)C)O)O)OC(=O)C6=CC=CC=C6)(CO4)OC(=O)C)OC)C)OC. Drug 2: B(C(CC(C)C)NC(=O)C(CC1=CC=CC=C1)NC(=O)C2=NC=CN=C2)(O)O. Cell line: SR. Synergy scores: CSS=49.2, Synergy_ZIP=-0.389, Synergy_Bliss=-0.749, Synergy_Loewe=-2.15, Synergy_HSA=1.33. (2) Drug 1: C1=CN(C(=O)N=C1N)C2C(C(C(O2)CO)O)O.Cl. Drug 2: C1CN(CCN1C(=O)CCBr)C(=O)CCBr. Cell line: OVCAR3. Synergy scores: CSS=16.3, Synergy_ZIP=1.35, Synergy_Bliss=10.6, Synergy_Loewe=-0.646, Synergy_HSA=7.87. (3) Drug 1: CN(CCCl)CCCl.Cl. Drug 2: C(CN)CNCCSP(=O)(O)O. Cell line: SK-MEL-28. Synergy scores: CSS=4.07, Synergy_ZIP=-4.00, Synergy_Bliss=-3.24, Synergy_Loewe=-10.2, Synergy_HSA=-3.20.